Dataset: Forward reaction prediction with 1.9M reactions from USPTO patents (1976-2016). Task: Predict the product of the given reaction. (1) Given the reactants [C:1]([O:5][C:6](=[O:31])[NH:7][C@H:8]1[CH2:13][CH2:12][C@H:11]([CH2:14][CH2:15][N:16]2[CH2:21][CH2:20][CH:19]([C:22](=[O:30])[C:23]3[CH:28]=[CH:27][C:26]([F:29])=[CH:25][CH:24]=3)[CH2:18][CH2:17]2)[CH2:10][CH2:9]1)([CH3:4])([CH3:3])[CH3:2].F[C:33]1C=CC(C(C2(C)CCNCC2)=O)=CC=1.C(OC(=O)N[C@H]1CC[C@H](CC=O)CC1)(C)(C)C, predict the reaction product. The product is: [C:1]([O:5][C:6](=[O:31])[NH:7][C@H:8]1[CH2:9][CH2:10][C@H:11]([CH2:14][CH2:15][N:16]2[CH2:21][CH2:20][C:19]([C:22](=[O:30])[C:23]3[CH:28]=[CH:27][C:26]([F:29])=[CH:25][CH:24]=3)([CH3:33])[CH2:18][CH2:17]2)[CH2:12][CH2:13]1)([CH3:4])([CH3:2])[CH3:3]. (2) The product is: [NH2:7][CH2:8][CH2:9][CH2:10][N:11]([CH:12]([C:16]1[N:17]([CH2:27][C:28]2[CH:33]=[CH:32][CH:31]=[CH:30][CH:29]=2)[C:18](=[O:26])[C:19]2[C:24]([CH3:25])=[N:23][S:22][C:20]=2[N:21]=1)[CH:13]([CH3:14])[CH3:15])[C:41](=[O:42])[C:38]1[CH:39]=[CH:40][C:35]([CH3:44])=[CH:36][CH:37]=1. Given the reactants C(OC(=O)[NH:7][CH2:8][CH2:9][CH2:10][NH:11][CH:12]([C:16]1[N:17]([CH2:27][C:28]2[CH:33]=[CH:32][CH:31]=[CH:30][CH:29]=2)[C:18](=[O:26])[C:19]2[C:24]([CH3:25])=[N:23][S:22][C:20]=2[N:21]=1)[CH:13]([CH3:15])[CH3:14])(C)(C)C.[C:35]1([CH3:44])[CH:40]=[CH:39][C:38]([C:41](Cl)=[O:42])=[CH:37][CH:36]=1, predict the reaction product. (3) Given the reactants [CH2:1]([O:8][C:9]1[CH:36]=[CH:35][C:12]2[NH:13][C:14]([C:19]3[C:20](=[O:34])[N:21]([N:30]=[CH:31][CH2:32][CH3:33])[C:22]4[C:27]([C:28]=3[OH:29])=[CH:26][CH:25]=[CH:24][CH:23]=4)=[N:15][S:16](=[O:18])(=[O:17])[C:11]=2[CH:10]=1)[C:2]1[CH:7]=[CH:6][CH:5]=[CH:4][CH:3]=1.CO.[BH4-].[Li+], predict the reaction product. The product is: [CH2:1]([O:8][C:9]1[CH:36]=[CH:35][C:12]2[NH:13][C:14]([C:19]3[C:20](=[O:34])[N:21]([NH:30][CH2:31][CH2:32][CH3:33])[C:22]4[C:27]([C:28]=3[OH:29])=[CH:26][CH:25]=[CH:24][CH:23]=4)=[N:15][S:16](=[O:18])(=[O:17])[C:11]=2[CH:10]=1)[C:2]1[CH:3]=[CH:4][CH:5]=[CH:6][CH:7]=1. (4) Given the reactants [NH2:1][CH2:2][CH2:3][CH2:4][N:5]1[C:17]2[C:16]3[CH:15]=[CH:14][CH:13]=[CH:12][C:11]=3[N:10]=[C:9]([NH2:18])[C:8]=2[N:7]=[C:6]1[CH2:19][CH2:20][O:21][CH3:22].[CH:23]([C:25]1[CH:26]=[C:27]([CH:36]=[CH:37][CH:38]=1)[O:28][CH:29]([CH2:34][CH3:35])[C:30]([O:32][CH3:33])=[O:31])=O, predict the reaction product. The product is: [NH2:18][C:9]1[C:8]2[N:7]=[C:6]([CH2:19][CH2:20][O:21][CH3:22])[N:5]([CH2:4][CH2:3][CH2:2][NH:1][CH2:23][C:25]3[CH:26]=[C:27]([CH:36]=[CH:37][CH:38]=3)[O:28][CH:29]([CH2:34][CH3:35])[C:30]([O:32][CH3:33])=[O:31])[C:17]=2[C:16]2[CH:15]=[CH:14][CH:13]=[CH:12][C:11]=2[N:10]=1. (5) Given the reactants [Cl:1][C:2]1[C:3]([F:14])=[N:4][C:5]([F:13])=[C:6]([F:12])[C:7]=1[CH2:8]C(O)=O.[Br:15]Br, predict the reaction product. The product is: [Br:15][CH2:8][C:7]1[C:6]([F:12])=[C:5]([F:13])[N:4]=[C:3]([F:14])[C:2]=1[Cl:1]. (6) Given the reactants [C:1]([O:5][C:6]([NH:8][CH2:9][C:10]([OH:12])=O)=[O:7])([CH3:4])([CH3:3])[CH3:2].C(N(CC)CC)C.ClC(OCC(C)C)=O.[CH3:28][O:29][C:30]1[C:31]([O:50][CH3:51])=[CH:32][C:33]2[CH2:34][CH:35]3[CH2:49][NH:48][CH2:47][CH2:46][N:36]3[CH:37]([C:40]3[CH:45]=[CH:44][CH:43]=[CH:42][CH:41]=3)[C:38]=2[CH:39]=1, predict the reaction product. The product is: [CH3:28][O:29][C:30]1[C:31]([O:50][CH3:51])=[CH:32][C:33]2[CH2:34][CH:35]3[CH:49]([C:10](=[O:12])[CH2:9][NH:8][C:6]([O:5][C:1]([CH3:2])([CH3:3])[CH3:4])=[O:7])[NH:48][CH2:47][CH2:46][N:36]3[CH:37]([C:40]3[CH:45]=[CH:44][CH:43]=[CH:42][CH:41]=3)[C:38]=2[CH:39]=1. (7) Given the reactants [Br:1][C:2]1[C:3]([OH:11])=[C:4]([C:7]([O:9]C)=[O:8])[S:5][CH:6]=1.C(=O)([O-])[O-].[K+].[K+].Br[CH2:19][C:20]([NH2:22])=[O:21], predict the reaction product. The product is: [NH2:22][C:20](=[O:21])[CH2:19][O:11][C:3]1[C:2]([Br:1])=[CH:6][S:5][C:4]=1[C:7]([OH:9])=[O:8]. (8) Given the reactants [CH2:1]([C:4]1([CH2:7][CH2:8][CH3:9])[CH2:6][O:5]1)[CH2:2]C.[NH2:10][C:11]1[CH:12]=[C:13]([CH:17]([O:21][Si:22]([C:25]([CH3:28])([CH3:27])[CH3:26])([CH3:24])[CH3:23])[CH2:18][C:19]#[N:20])[CH:14]=[CH:15][CH:16]=1, predict the reaction product. The product is: [Si:22]([O:21][CH:17]([C:13]1[CH:14]=[CH:15][CH:16]=[C:11]([NH:10][CH2:6][C:4]2([OH:5])[CH2:1][CH2:2][CH2:9][CH2:8][CH2:7]2)[CH:12]=1)[CH2:18][C:19]#[N:20])([C:25]([CH3:27])([CH3:28])[CH3:26])([CH3:24])[CH3:23].